Dataset: Catalyst prediction with 721,799 reactions and 888 catalyst types from USPTO. Task: Predict which catalyst facilitates the given reaction. (1) Reactant: [CH2:1]([N:3]1[CH2:8][CH2:7][CH2:6][CH:5]([OH:9])[CH2:4]1)[CH3:2].[OH-].[Na+].Cl[C:13]1[N:18]=[C:17]([NH:19][C:20]2[CH:25]=[CH:24][C:23]([O:26][CH3:27])=[C:22]([Cl:28])[CH:21]=2)[N:16]=[C:15]([NH:29][CH:30]2[CH2:36][CH2:35][CH2:34][CH2:33][CH2:32][CH2:31]2)[N:14]=1. Product: [Cl:28][C:22]1[CH:21]=[C:20]([NH:19][C:17]2[N:16]=[C:15]([NH:29][CH:30]3[CH2:31][CH2:32][CH2:33][CH2:34][CH2:35][CH2:36]3)[N:14]=[C:13]([O:9][CH:5]3[CH2:6][CH2:7][CH2:8][N:3]([CH2:1][CH3:2])[CH2:4]3)[N:18]=2)[CH:25]=[CH:24][C:23]=1[O:26][CH3:27]. The catalyst class is: 48. (2) Reactant: [F:1][C:2]([F:21])([F:20])[O:3][C:4]1[CH:9]=[CH:8][C:7]([C:10]2[S:14][C:13]([CH2:15][CH2:16][C:17]([OH:19])=O)=[CH:12][CH:11]=2)=[CH:6][CH:5]=1.[B-](F)(F)(F)F.CCOC(C(C#N)=NOC(N(C)C)=[N+](C)C)=O.[C:44]([N:47]1[CH2:52][CH2:51][NH:50][CH2:49][CH2:48]1)(=[O:46])[CH3:45]. Product: [C:44]([N:47]1[CH2:52][CH2:51][N:50]([C:17](=[O:19])[CH2:16][CH2:15][C:13]2[S:14][C:10]([C:7]3[CH:6]=[CH:5][C:4]([O:3][C:2]([F:1])([F:21])[F:20])=[CH:9][CH:8]=3)=[CH:11][CH:12]=2)[CH2:49][CH2:48]1)(=[O:46])[CH3:45]. The catalyst class is: 3. (3) Product: [C:44]([C:48]1[CH:65]=[CH:64][C:51]([CH2:52][N:53]([CH2:54][CH2:55][C:56]2[CH:61]=[CH:60][C:59]([Cl:62])=[CH:58][C:57]=2[Cl:63])[C:10]([C:8]2[CH:7]=[CH:6][CH:5]=[C:4]3[C:9]=2[NH:1][CH:2]=[CH:3]3)=[O:12])=[CH:50][CH:49]=1)([CH3:47])([CH3:45])[CH3:46]. Reactant: [NH:1]1[C:9]2[C:4](=[CH:5][CH:6]=[CH:7][C:8]=2[C:10]([OH:12])=O)[CH:3]=[CH:2]1.CN(C(ON1N=NC2C=CC=CC1=2)=[N+](C)C)C.[B-](F)(F)(F)F.C(N(CC)C(C)C)(C)C.[C:44]([C:48]1[CH:65]=[CH:64][C:51]([CH2:52][NH:53][CH2:54][CH2:55][C:56]2[CH:61]=[CH:60][C:59]([Cl:62])=[CH:58][C:57]=2[Cl:63])=[CH:50][CH:49]=1)([CH3:47])([CH3:46])[CH3:45]. The catalyst class is: 18.